From a dataset of Forward reaction prediction with 1.9M reactions from USPTO patents (1976-2016). Predict the product of the given reaction. (1) Given the reactants C1(P(C2C=CC=CC=2)C2C=CC=CC=2)C=CC=CC=1.[S:20]([Cl:24])(Cl)(=[O:22])=[O:21].[Br:25][C:26]1[S:30][C:29](/[CH:31]=[CH:32]/S([O-])(=O)=O)=[CH:28][CH:27]=1.C([N+](CCCC)(CCCC)CCCC)CCC, predict the reaction product. The product is: [Br:25][C:26]1[S:30][C:29](/[CH:31]=[CH:32]/[S:20]([Cl:24])(=[O:22])=[O:21])=[CH:28][CH:27]=1. (2) Given the reactants Br[CH2:2][CH2:3][O:4][C:5]1[C:10]([O:11][CH2:12][CH2:13][CH:14]([C:16]2[CH:21]=[CH:20][C:19]([F:22])=[CH:18][CH:17]=2)[CH3:15])=[C:9]([O:23][CH3:24])[C:8]([Cl:25])=[C:7]([CH3:26])[C:6]=1[C:27](=[O:29])[CH3:28].Br.BrC[C:33]1[CH:38]=[CH:37][CH:36]=C[N:34]=1, predict the reaction product. The product is: [Cl:25][C:8]1[C:7]([CH3:26])=[C:6]([C:27](=[O:29])[CH3:28])[C:5]([O:4][CH2:3][C:2]2[CH:36]=[CH:37][CH:38]=[CH:33][N:34]=2)=[C:10]([O:11][CH2:12][CH2:13][CH:14]([C:16]2[CH:21]=[CH:20][C:19]([F:22])=[CH:18][CH:17]=2)[CH3:15])[C:9]=1[O:23][CH3:24]. (3) The product is: [ClH:28].[O:1]=[C:2]1[CH2:10][C:9]2[C:4](=[CH:5][CH:6]=[C:7](/[CH:11]=[CH:12]/[C:13]([OH:15])=[O:14])[CH:8]=2)[NH:3]1. Given the reactants [O:1]=[C:2]1[CH2:10][C:9]2[C:4](=[CH:5][CH:6]=[C:7](/[CH:11]=[CH:12]/[C:13]([O:15]C(C)(C)C)=[O:14])[CH:8]=2)[NH:3]1.FC(F)(F)C(O)=O.C(Cl)[Cl:28], predict the reaction product. (4) The product is: [CH3:1][C:2]1([CH3:38])[CH2:10][C@H:9]([NH:11][C:12]2[C:17]([F:18])=[CH:16][N:15]=[C:14]([NH:19][C:20]3[C:21]([F:37])=[CH:22][C:23]([CH2:33][CH2:34][CH2:35][OH:36])=[C:24]([N:26]4[C:30](=[O:31])[N:29]([CH3:32])[N:28]=[N:27]4)[CH:25]=3)[N:13]=2)[CH2:8][C@H:7]2[N:3]1[CH2:4][CH2:5][CH2:6]2. Given the reactants [CH3:1][C:2]1([CH3:38])[CH2:10][C@H:9]([NH:11][C:12]2[C:17]([F:18])=[CH:16][N:15]=[C:14]([NH:19][C:20]3[C:21]([F:37])=[CH:22][C:23]([C:33]#[C:34][CH2:35][OH:36])=[C:24]([N:26]4[C:30](=[O:31])[N:29]([CH3:32])[N:28]=[N:27]4)[CH:25]=3)[N:13]=2)[CH2:8][C@H:7]2[N:3]1[CH2:4][CH2:5][CH2:6]2, predict the reaction product.